Dataset: Peptide-MHC class I binding affinity with 185,985 pairs from IEDB/IMGT. Task: Regression. Given a peptide amino acid sequence and an MHC pseudo amino acid sequence, predict their binding affinity value. This is MHC class I binding data. (1) The peptide sequence is FMRSISDDA. The MHC is HLA-A02:19 with pseudo-sequence HLA-A02:19. The binding affinity (normalized) is 0.361. (2) The peptide sequence is ETFGFEIQSY. The MHC is HLA-A23:01 with pseudo-sequence HLA-A23:01. The binding affinity (normalized) is 0. (3) The peptide sequence is VVPMVTQM. The MHC is H-2-Db with pseudo-sequence H-2-Db. The binding affinity (normalized) is 0. (4) The peptide sequence is NLNFDQAAL. The MHC is BoLA-T2C with pseudo-sequence YYIIYRNISDTSFVSNLYLLYTYYSMAVQNYEWH. The binding affinity (normalized) is 0.744. (5) The peptide sequence is AFHHMAREK. The MHC is HLA-A11:01 with pseudo-sequence HLA-A11:01. The binding affinity (normalized) is 0.199. (6) The peptide sequence is AVINTTCNYGQ. The MHC is HLA-A26:01 with pseudo-sequence HLA-A26:01. The binding affinity (normalized) is 0.600. (7) The peptide sequence is KLDFIRNTK. The MHC is HLA-A30:01 with pseudo-sequence HLA-A30:01. The binding affinity (normalized) is 0.585. (8) The peptide sequence is SEGIFLPSEL. The MHC is HLA-B44:03 with pseudo-sequence HLA-B44:03. The binding affinity (normalized) is 0.754. (9) The peptide sequence is YHEDIHTYL. The MHC is HLA-B58:01 with pseudo-sequence HLA-B58:01. The binding affinity (normalized) is 0.0847.